Predict the product of the given reaction. From a dataset of Forward reaction prediction with 1.9M reactions from USPTO patents (1976-2016). (1) The product is: [CH2:1]([N:8]1[CH2:12][CH2:11][C:10]([C:13]2[CH:18]=[CH:17][C:16]([C:19]([O:28][CH2:29][C:30]3[C:35]([F:36])=[CH:34][CH:33]=[CH:32][C:31]=3[F:37])([C:24]([F:27])([F:26])[F:25])[C:20]([F:23])([F:22])[F:21])=[CH:15][CH:14]=2)([S:38]([C:41]2[CH:46]=[CH:45][C:44]([F:47])=[C:43]([CH:50]=[CH2:51])[CH:42]=2)(=[O:40])=[O:39])[CH2:9]1)[C:2]1[CH:7]=[CH:6][CH:5]=[CH:4][CH:3]=1. Given the reactants [CH2:1]([N:8]1[CH2:12][CH2:11][C:10]([S:38]([C:41]2[CH:46]=[CH:45][C:44]([F:47])=[C:43](Br)[CH:42]=2)(=[O:40])=[O:39])([C:13]2[CH:18]=[CH:17][C:16]([C:19]([O:28][CH2:29][C:30]3[C:35]([F:36])=[CH:34][CH:33]=[CH:32][C:31]=3[F:37])([C:24]([F:27])([F:26])[F:25])[C:20]([F:23])([F:22])[F:21])=[CH:15][CH:14]=2)[CH2:9]1)[C:2]1[CH:7]=[CH:6][CH:5]=[CH:4][CH:3]=1.[B-](F)(F)(F)[CH:50]=[CH2:51].[K+].P([O-])([O-])([O-])=O.[K+].[K+].[K+].C(OCC)(=O)C, predict the reaction product. (2) Given the reactants [F:1][C:2]1[CH:3]=[C:4]([C:9](=[O:11])[CH3:10])[CH:5]=[CH:6][C:7]=1[OH:8].C(=O)([O-])[O-].[K+].[K+].[CH:18](I)([CH3:20])[CH3:19], predict the reaction product. The product is: [F:1][C:2]1[CH:3]=[C:4]([C:9](=[O:11])[CH3:10])[CH:5]=[CH:6][C:7]=1[O:8][CH:18]([CH3:20])[CH3:19]. (3) Given the reactants [NH2:1][C:2]1[CH:3]=[C:4]2[C:8](=[CH:9][CH:10]=1)[NH:7][N:6]=[CH:5]2.[N:11]#[C:12][NH2:13].[N+:14]([O-:17])([OH:16])=[O:15], predict the reaction product. The product is: [N+:14]([O-:17])([O-:16])=[O:15].[NH:7]1[C:8]2[C:4](=[CH:3][C:2]([NH:1][C:12]([NH2:13])=[NH2+:11])=[CH:10][CH:9]=2)[CH:5]=[N:6]1. (4) Given the reactants [CH3:1][C:2]1([CH3:33])[C:11]2[CH:10]=[C:9]([Se:12][C:13]#[C:14][C:15]3[CH:24]=[CH:23][C:18]([C:19]([O:21]C)=[O:20])=[C:17]([F:25])[CH:16]=3)[CH:8]=[CH:7][C:6]=2[C:5]([C:26]2[CH:31]=[CH:30][C:29]([CH3:32])=[CH:28][CH:27]=2)=[CH:4][CH2:3]1.[OH-].[Na+], predict the reaction product. The product is: [CH3:1][C:2]1([CH3:33])[C:11]2[CH:10]=[C:9]([Se:12][C:13]#[C:14][C:15]3[CH:24]=[CH:23][C:18]([C:19]([OH:21])=[O:20])=[C:17]([F:25])[CH:16]=3)[CH:8]=[CH:7][C:6]=2[C:5]([C:26]2[CH:27]=[CH:28][C:29]([CH3:32])=[CH:30][CH:31]=2)=[CH:4][CH2:3]1. (5) Given the reactants Cl[CH2:2][CH2:3][O:4][C:5]1[CH:10]=[CH:9][CH:8]=[CH:7][C:6]=1[C:11]([NH:16][C:17]1[C:18](=[O:36])[N:19]([C:23]2[CH:24]=[C:25]([CH:32]=[CH:33][C:34]=2[CH3:35])[C:26]([NH:28][CH:29]2[CH2:31][CH2:30]2)=[O:27])[CH:20]=[CH:21][N:22]=1)([CH2:14][CH3:15])[CH2:12][CH3:13].[CH2:37]([NH2:39])[CH3:38], predict the reaction product. The product is: [CH:29]1([NH:28][C:26](=[O:27])[C:25]2[CH:32]=[CH:33][C:34]([CH3:35])=[C:23]([N:19]3[CH:20]=[CH:21][N:22]=[C:17]([NH:16][C:11]([CH2:14][CH3:15])([C:6]4[CH:7]=[CH:8][CH:9]=[CH:10][C:5]=4[O:4][CH2:3][CH2:2][NH:39][CH2:37][CH3:38])[CH2:12][CH3:13])[C:18]3=[O:36])[CH:24]=2)[CH2:31][CH2:30]1. (6) Given the reactants Br.[F:2][C:3]1[CH:8]=[C:7]([N+:9]([O-])=O)[CH:6]=[CH:5][C:4]=1[O:12][CH:13]1[CH2:18][CH2:17][N:16]([CH:19]([CH3:21])[CH3:20])[CH2:15][CH2:14]1.CC(C)=O.C(O[BH-](OC(=O)C)OC(=O)C)(=O)C.[Na+].[BH4-].[Na+], predict the reaction product. The product is: [F:2][C:3]1[CH:8]=[C:7]([NH2:9])[CH:6]=[CH:5][C:4]=1[O:12][CH:13]1[CH2:14][CH2:15][N:16]([CH:19]([CH3:20])[CH3:21])[CH2:17][CH2:18]1. (7) Given the reactants [CH3:1][O:2][C:3]1[C:7]([CH2:8][N:9]2C(=O)C3C(=CC=CC=3)C2=O)=[CH:6][N:5]([C:20]2[CH:21]=[N:22][C:23]([C:26]([F:29])([F:28])[F:27])=[N:24][CH:25]=2)[N:4]=1.O.NN, predict the reaction product. The product is: [CH3:1][O:2][C:3]1[C:7]([CH2:8][NH2:9])=[CH:6][N:5]([C:20]2[CH:25]=[N:24][C:23]([C:26]([F:29])([F:27])[F:28])=[N:22][CH:21]=2)[N:4]=1.